This data is from Catalyst prediction with 721,799 reactions and 888 catalyst types from USPTO. The task is: Predict which catalyst facilitates the given reaction. Reactant: [Cl:1][C:2]1[CH:3]=[C:4]2[C:9](=[CH:10][CH:11]=1)[C:8]1([CH2:14][CH2:13][CH2:12]1)[C:7](=[O:15])[C:6]([C:16]([NH:18][CH2:19][C:20]([O:22]C(C)(C)C)=[O:21])=[O:17])=[C:5]2[OH:27].C(O)(C(F)(F)F)=O. Product: [Cl:1][C:2]1[CH:3]=[C:4]2[C:9](=[CH:10][CH:11]=1)[C:8]1([CH2:12][CH2:13][CH2:14]1)[C:7](=[O:15])[C:6]([C:16]([NH:18][CH2:19][C:20]([OH:22])=[O:21])=[O:17])=[C:5]2[OH:27]. The catalyst class is: 6.